Dataset: Forward reaction prediction with 1.9M reactions from USPTO patents (1976-2016). Task: Predict the product of the given reaction. (1) Given the reactants Cl[CH2:2][C:3](=[O:5])[CH3:4].C(=O)([O-])[O-].[K+].[K+].[C:12]([CH:14]([C:25]([C:27]1[CH:32]=[CH:31][C:30]([F:33])=[CH:29][CH:28]=1)=O)[C:15]([S:17][C:18]1[CH:23]=[CH:22][C:21]([F:24])=[CH:20][CH:19]=1)=[S:16])#[N:13], predict the reaction product. The product is: [C:3]([C:2]1[S:16][C:15]([S:17][C:18]2[CH:19]=[CH:20][C:21]([F:24])=[CH:22][CH:23]=2)=[C:14]([C:12]#[N:13])[C:25]=1[C:27]1[CH:28]=[CH:29][C:30]([F:33])=[CH:31][CH:32]=1)(=[O:5])[CH3:4]. (2) Given the reactants [NH2:1][C:2]1[C:7]([NH2:8])=[CH:6][CH:5]=[CH:4][N:3]=1.[Cl:9][CH:10]([CH2:14][CH3:15])[C:11](O)=O, predict the reaction product. The product is: [Cl:9][CH:10]([C:11]1[NH:1][C:2]2=[N:3][CH:4]=[CH:5][CH:6]=[C:7]2[N:8]=1)[CH2:14][CH3:15]. (3) Given the reactants [CH3:1][C:2]1[C:11]2[N:10]=[C:9]([CH2:12][C:13](=O)[CH3:14])O[C:7](=O)[C:6]=2[CH:5]=[CH:4][CH:3]=1.[NH:17]([C:19]1[CH:28]=[CH:27][C:26]2[C:21](=[CH:22][CH:23]=[CH:24][CH:25]=2)[N:20]=1)[NH2:18].[Cl:29]C1C=CC2C(=CC=CC=2)N=1, predict the reaction product. The product is: [Cl:29][C:1]1[C:2]2[C:11](=[C:6]([CH3:7])[CH:5]=[CH:4][CH:3]=2)[N:10]=[C:9]2[N:17]([C:19]3[CH:28]=[CH:27][C:26]4[C:21](=[CH:22][CH:23]=[CH:24][CH:25]=4)[N:20]=3)[N:18]=[C:13]([CH3:14])[C:12]=12.